This data is from Forward reaction prediction with 1.9M reactions from USPTO patents (1976-2016). The task is: Predict the product of the given reaction. (1) Given the reactants [CH2:1]([C:3]([C:21]1[CH:34]=[CH:33][C:24]([CH:25]=[C:26]2[S:30][C:29](=[O:31])[NH:28][C:27]2=[O:32])=[C:23]([CH3:35])[CH:22]=1)([C:6]1[CH:11]=[CH:10][C:9]([O:12][CH2:13][CH:14]([OH:19])[C:15]([CH3:18])([CH3:17])[CH3:16])=[C:8]([CH3:20])[CH:7]=1)[CH2:4][CH3:5])[CH3:2], predict the reaction product. The product is: [CH2:1]([C:3]([C:21]1[CH:34]=[CH:33][C:24]([CH2:25][CH:26]2[S:30][C:29](=[O:31])[NH:28][C:27]2=[O:32])=[C:23]([CH3:35])[CH:22]=1)([C:6]1[CH:11]=[CH:10][C:9]([O:12][CH2:13][CH:14]([OH:19])[C:15]([CH3:17])([CH3:18])[CH3:16])=[C:8]([CH3:20])[CH:7]=1)[CH2:4][CH3:5])[CH3:2]. (2) Given the reactants [CH2:1]([O:8][C:9]1[C:27]2=[CH:28][C:12]([C:13]3[CH:66]=C([CH2:18][C@H:19]([NH:55][C:56]([O:58][CH2:59][C:60]4[CH:65]=[CH:64][CH:63]=[CH:62][CH:61]=4)=[O:57])[C:20](=[O:54])[NH:21][C@@H:22]([CH2:40][CH2:41][CH:42]([N:51]=[C:52]=[O:53])OCC4C=CC=CC=4)[C:23](=[O:39])[NH:24][C@H:25]([C:29]([O:31]CC4C=CC=CC=4)=[O:30])[CH2:26]2)C(OCC2C=CC=CC=2)=[CH:15][CH:14]=3)=[CH:11][CH:10]=1)[C:2]1[CH:7]=[CH:6][CH:5]=[CH:4][CH:3]=1.[CH2:75]1[CH2:79][O:78][CH2:77][CH2:76]1.[OH-:80].[Li+].Cl, predict the reaction product. The product is: [CH2:1]([O:8][C:9]1[CH:10]=[CH:11][C:12]2[C:13]3[CH:14]=[CH:15][C:79]([O:78][CH2:77][C:76]4[CH:11]=[CH:10][CH:9]=[CH:27][CH:26]=4)=[C:75]([CH:66]=3)[CH2:18][C@H:19]([NH:55][C:56]([O:58][CH2:59][C:60]3[CH:65]=[CH:64][CH:63]=[CH:62][CH:61]=3)=[O:57])[C:20](=[O:54])[NH:21][C@@H:22]([CH2:40][CH2:41][CH2:42][NH:51][C:52]([O:80][CH2:1][C:2]3[CH:3]=[CH:4][CH:5]=[CH:6][CH:7]=3)=[O:53])[C:23](=[O:39])[NH:24][C@H:25]([C:29]([OH:31])=[O:30])[CH2:26][C:27]=1[CH:28]=2)[C:2]1[CH:3]=[CH:4][CH:5]=[CH:6][CH:7]=1. (3) The product is: [N:40]12[CH2:47][CH2:46][CH:43]([CH2:44][CH2:45]1)[C@@H:42]([O:13][C:12](=[O:14])[CH:11]([NH:10][C:5]1[CH:6]=[CH:7][C:8]([CH3:9])=[C:3]([F:2])[CH:4]=1)[C:15]1[CH:16]=[CH:17][CH:18]=[CH:19][CH:20]=1)[CH2:41]2. Given the reactants Cl.[F:2][C:3]1[CH:4]=[C:5]([NH:10][CH:11]([C:15]2[CH:20]=[CH:19][CH:18]=[CH:17][CH:16]=2)[C:12]([OH:14])=[O:13])[CH:6]=[CH:7][C:8]=1[CH3:9].C1C=CC2N(O)N=NC=2C=1.CCN(C(C)C)C(C)C.[N:40]12[CH2:47][CH2:46][CH:43]([CH2:44][CH2:45]1)[C@@H:42](O)[CH2:41]2, predict the reaction product. (4) Given the reactants [CH2:1]([CH:3]([C:6]1[C:11]2[N:12]([CH3:16])[C:13](=[O:15])[NH:14][C:10]=2C(C#N)=[CH:8][CH:7]=1)[CH2:4][CH3:5])[CH3:2].[OH-].[K+].O.[C:22]([O:28]C)([O:26][CH3:27])(OC)[CH3:23], predict the reaction product. The product is: [CH2:1]([CH:3]([C:6]1[C:11]2[N:12]([CH3:16])[C:13](=[O:15])[NH:14][C:10]=2[C:23]([C:22]([O:26][CH3:27])=[O:28])=[CH:8][CH:7]=1)[CH2:4][CH3:5])[CH3:2]. (5) Given the reactants [C:1]([O:5][C:6](=[O:22])[NH:7][C@@H:8]1[C:14](=[O:15])[NH:13][C:12]2[CH:16]=[C:17]([F:20])[CH:18]=[CH:19][C:11]=2[O:10][C@@H:9]1[CH3:21])([CH3:4])([CH3:3])[CH3:2].O([CH2:31][C:32]([F:35])([F:34])[F:33])S(C(F)(F)F)(=O)=O.C(=O)([O-])[O-].[Cs+].[Cs+], predict the reaction product. The product is: [C:1]([O:5][C:6](=[O:22])[NH:7][C@@H:8]1[C:14](=[O:15])[N:13]([CH2:31][C:32]([F:35])([F:34])[F:33])[C:12]2[CH:16]=[C:17]([F:20])[CH:18]=[CH:19][C:11]=2[O:10][C@@H:9]1[CH3:21])([CH3:4])([CH3:2])[CH3:3]. (6) Given the reactants C1(C2[O:12][CH2:11][CH:10]([C:13]([O:15][C@@H:16]3[CH2:20][C@H:19]([OH:21])[C@H:18]([CH2:22]/[CH:23]=[CH:24]\[CH2:25][CH2:26][CH2:27][C:28]([O:30][CH:31]([CH3:33])[CH3:32])=[O:29])[C@H:17]3[CH2:34][CH2:35][C@@H:36]([OH:45])[CH2:37][CH2:38][C:39]3[CH:44]=[CH:43][CH:42]=[CH:41][CH:40]=3)=[O:14])[CH2:9][O:8]2)C=CC=CC=1, predict the reaction product. The product is: [OH:21][C@@H:19]1[C@H:18]([CH2:22]/[CH:23]=[CH:24]\[CH2:25][CH2:26][CH2:27][C:28]([O:30][CH:31]([CH3:32])[CH3:33])=[O:29])[C@@H:17]([CH2:34][CH2:35][C@@H:36]([OH:45])[CH2:37][CH2:38][C:39]2[CH:40]=[CH:41][CH:42]=[CH:43][CH:44]=2)[C@H:16]([O:15][C:13](=[O:14])[CH:10]([CH2:9][OH:8])[CH2:11][OH:12])[CH2:20]1.